This data is from Catalyst prediction with 721,799 reactions and 888 catalyst types from USPTO. The task is: Predict which catalyst facilitates the given reaction. (1) Reactant: [CH3:1][C:2]1[CH:3]([C:10]2[CH:17]=[CH:16][CH:15]=[CH:14][C:11]=2[C:12]#[N:13])[C:4]([CH3:9])=[C:5]([CH3:8])[C:6]=1[CH3:7].[CH3:18][C:19]1[CH:24]=[C:23]([CH3:25])[CH:22]=[C:21]([CH3:26])[C:20]=1[Li].C1(C)C=CC=CC=1.O. The catalyst class is: 7. Product: [CH3:1][C:2]1[CH:3]([C:10]2[CH:17]=[CH:16][CH:15]=[CH:14][C:11]=2[C:12]([C:20]2[C:21]([CH3:26])=[CH:22][C:23]([CH3:25])=[CH:24][C:19]=2[CH3:18])=[NH:13])[C:4]([CH3:9])=[C:5]([CH3:8])[C:6]=1[CH3:7]. (2) Reactant: Cl.[CH2:2]([C:4]1[CH:8]=[C:7]([CH2:9][N:10]2[C:15]3[CH:16]=[C:17]([C:19]4[CH:24]=[CH:23][CH:22]=[CH:21][CH:20]=4)[S:18][C:14]=3[C:13](=[O:25])[N:12]([CH:26]3[CH2:31][CH2:30][NH:29][CH2:28][CH2:27]3)[C:11]2=[O:32])[O:6][N:5]=1)[CH3:3].[CH2:33]([O:35][C:36]1[C:45]([O:46][CH3:47])=[CH:44][C:43]2[C:42]([C:48]3[CH:56]=[CH:55][C:51]([C:52](O)=[O:53])=[CH:50][CH:49]=3)=[N:41][C@@H:40]3[CH2:57][CH2:58][S:59][CH2:60][C@@H:39]3[C:38]=2[CH:37]=1)[CH3:34].CN(C(ON1N=NC2C=CC=CC1=2)=[N+](C)C)C.F[P-](F)(F)(F)(F)F.CCN(C(C)C)C(C)C. Product: [CH2:33]([O:35][C:36]1[C:45]([O:46][CH3:47])=[CH:44][C:43]2[C:42]([C:48]3[CH:49]=[CH:50][C:51]([C:52]([N:29]4[CH2:30][CH2:31][CH:26]([N:12]5[C:13](=[O:25])[C:14]6[S:18][C:17]([C:19]7[CH:24]=[CH:23][CH:22]=[CH:21][CH:20]=7)=[CH:16][C:15]=6[N:10]([CH2:9][C:7]6[O:6][N:5]=[C:4]([CH2:2][CH3:3])[CH:8]=6)[C:11]5=[O:32])[CH2:27][CH2:28]4)=[O:53])=[CH:55][CH:56]=3)=[N:41][C@@H:40]3[CH2:57][CH2:58][S:59][CH2:60][C@@H:39]3[C:38]=2[CH:37]=1)[CH3:34]. The catalyst class is: 2. (3) Product: [Br:15][C:16]1[CH:21]=[C:20]([NH:22][C:23](=[O:28])[C:24]([CH2:25][CH3:26])([OH:27])[CH2:12][CH2:11][CH2:10][CH2:9][O:1][Si:2]([C:5]([CH3:8])([CH3:7])[CH3:6])([CH3:4])[CH3:3])[CH:19]=[CH:18][N:17]=1. The catalyst class is: 7. Reactant: [O:1]([CH2:9][CH2:10][CH2:11][CH2:12][Mg]Cl)[Si:2]([C:5]([CH3:8])([CH3:7])[CH3:6])([CH3:4])[CH3:3].[Br:15][C:16]1[CH:21]=[C:20]([NH:22][C:23](=[O:28])[C:24](=[O:27])[CH2:25][CH3:26])[CH:19]=[CH:18][N:17]=1. (4) Reactant: C[O:2][C:3](=[O:39])[CH2:4][C@H:5]1[C:9]2[CH:10]=[CH:11][C:12]([O:14][CH2:15][C:16]3[CH:17]=[C:18]([C:22]4[C:27]([CH3:28])=[CH:26][C:25]([O:29][CH2:30][CH2:31][CH2:32][S:33]([CH3:36])(=[O:35])=[O:34])=[C:24]([F:37])[C:23]=4[CH3:38])[CH:19]=[CH:20][CH:21]=3)=[CH:13][C:8]=2[O:7][CH2:6]1.CO.[OH-].[Na+].Cl. Product: [F:37][C:24]1[C:23]([CH3:38])=[C:22]([C:18]2[CH:19]=[CH:20][CH:21]=[C:16]([CH2:15][O:14][C:12]3[CH:11]=[CH:10][C:9]4[C@H:5]([CH2:4][C:3]([OH:39])=[O:2])[CH2:6][O:7][C:8]=4[CH:13]=3)[CH:17]=2)[C:27]([CH3:28])=[CH:26][C:25]=1[O:29][CH2:30][CH2:31][CH2:32][S:33]([CH3:36])(=[O:34])=[O:35]. The catalyst class is: 132. (5) Reactant: [OH:1][C:2]1[CH:9]=[CH:8][C:5]([CH2:6][OH:7])=[CH:4][CH:3]=1.CCN(C(C)C)C(C)C.[CH:19]([Si:22](Cl)([CH:26]([CH3:28])[CH3:27])[CH:23]([CH3:25])[CH3:24])([CH3:21])[CH3:20]. Product: [CH:19]([Si:22]([CH:26]([CH3:28])[CH3:27])([CH:23]([CH3:25])[CH3:24])[O:1][C:2]1[CH:9]=[CH:8][C:5]([CH2:6][OH:7])=[CH:4][CH:3]=1)([CH3:21])[CH3:20]. The catalyst class is: 4. (6) Reactant: C([N:8]1[CH2:13][CH2:12][O:11][C:10]([CH3:15])([CH3:14])[CH2:9]1)C1C=CC=CC=1.[Cl:16]C(OC(Cl)C)=O. Product: [ClH:16].[CH3:14][C:10]1([CH3:15])[O:11][CH2:12][CH2:13][NH:8][CH2:9]1. The catalyst class is: 2. (7) Reactant: F[C:2]1[CH:7]=[CH:6][C:5]([N+:8]([O-:10])=[O:9])=[CH:4][C:3]=1[F:11].[NH:12]1[CH2:17][CH2:16][O:15][CH2:14][C:13]1=[O:18].C([O-])([O-])=O.[K+].[K+]. Product: [F:11][C:3]1[CH:4]=[C:5]([N+:8]([O-:10])=[O:9])[CH:6]=[CH:7][C:2]=1[N:12]1[CH2:17][CH2:16][O:15][CH2:14][C:13]1=[O:18]. The catalyst class is: 3. (8) Reactant: [CH3:1][O:2][C:3]([C:5]1([CH3:16])[CH2:9][C:8]2[CH:10]=[C:11]([O:14]C)[CH:12]=[CH:13][C:7]=2[O:6]1)=[O:4].B(Br)(Br)Br. Product: [CH3:1][O:2][C:3]([C:5]1([CH3:16])[CH2:9][C:8]2[CH:10]=[C:11]([OH:14])[CH:12]=[CH:13][C:7]=2[O:6]1)=[O:4]. The catalyst class is: 4.